From a dataset of Reaction yield outcomes from USPTO patents with 853,638 reactions. Predict the reaction yield, written as a fraction of the theoretical maximum amount of product (1.0 means a 100% yield; for example, 0.34 means a 34% yield). (1) The reactants are Cl[CH2:2][CH2:3][CH2:4][C:5]([NH:7][C@@H:8]([C:10]1[N:11]([CH3:22])[CH:12]=[C:13]([C:15]2[CH:20]=[CH:19][C:18]([I:21])=[CH:17][CH:16]=2)[N:14]=1)[CH3:9])=[O:6].C1COCC1.CC(C)([O-])C.[K+].CCOC(C)=O. The catalyst is O. The product is [I:21][C:18]1[CH:19]=[CH:20][C:15]([C:13]2[N:14]=[C:10]([C@H:8]([N:7]3[CH2:2][CH2:3][CH2:4][C:5]3=[O:6])[CH3:9])[N:11]([CH3:22])[CH:12]=2)=[CH:16][CH:17]=1. The yield is 0.860. (2) The reactants are CC([O-])(C)C.[K+].CC1C=CC(S([CH2:17][N+:18]#[C-])(=O)=O)=CC=1.[Cl:20][C:21]1[CH:22]=[C:23]([CH:26]=[CH:27][C:28]=1[O:29][CH3:30])[CH:24]=O.CO. The catalyst is C1COCC1.O. The product is [Cl:20][C:21]1[CH:22]=[C:23]([CH2:24][C:17]#[N:18])[CH:26]=[CH:27][C:28]=1[O:29][CH3:30]. The yield is 0.830. (3) The reactants are C[Al](C)C.[CH3:5][C:6]1([CH3:22])[NH:11][CH2:10][CH2:9][N:8]([C:12]2[S:16][C:15]([C:17]([O:19]CC)=O)=[CH:14][CH:13]=2)[CH2:7]1.Cl.[CH3:24][O:25][C:26]1[CH:27]=[C:28]([CH2:34][O:35][C:36]2[CH:37]=[C:38]([NH2:41])[NH:39][N:40]=2)[CH:29]=[C:30]([O:32][CH3:33])[CH:31]=1.C(C(C(C([O-])=O)O)O)([O-])=O.[Na+].[K+]. The catalyst is C1(C)C=CC=CC=1.O.C(OCC)(=O)C. The product is [CH3:33][O:32][C:30]1[CH:29]=[C:28]([CH2:34][O:35][C:36]2[CH:37]=[C:38]([NH:41][C:17]([C:15]3[S:16][C:12]([N:8]4[CH2:9][CH2:10][NH:11][C:6]([CH3:5])([CH3:22])[CH2:7]4)=[CH:13][CH:14]=3)=[O:19])[NH:39][N:40]=2)[CH:27]=[C:26]([O:25][CH3:24])[CH:31]=1. The yield is 0.155. (4) The reactants are Br[C:2]1[CH:3]=[CH:4][C:5]2[O:14][CH2:13][CH2:12][C:11]3[S:10][C:9]([C:15]4[N:16]([CH:20]([CH3:22])[CH3:21])[N:17]=[CH:18][N:19]=4)=[N:8][C:7]=3[C:6]=2[CH:23]=1.[CH3:24][S:25]([C:28]1[CH:33]=[CH:32][C:31](B(O)O)=[CH:30][CH:29]=1)(=[O:27])=[O:26]. No catalyst specified. The product is [CH:20]([N:16]1[C:15]([C:9]2[S:10][C:11]3[CH2:12][CH2:13][O:14][C:5]4[CH:4]=[CH:3][C:2]([C:31]5[CH:32]=[CH:33][C:28]([S:25]([CH3:24])(=[O:27])=[O:26])=[CH:29][CH:30]=5)=[CH:23][C:6]=4[C:7]=3[N:8]=2)=[N:19][CH:18]=[N:17]1)([CH3:22])[CH3:21]. The yield is 0.400. (5) The reactants are [CH3:1][C:2]([CH3:31])([CH3:30])[CH2:3][C:4]([NH:6][C:7]1[C:8]([CH3:29])=[C:9](B(O)O)[C:10]2[O:14][CH2:13][CH:12]([C:15]3[CH:20]=[CH:19][C:18]([CH:21]([CH3:23])[CH3:22])=[CH:17][CH:16]=3)[C:11]=2[C:24]=1[CH3:25])=[O:5].Br[C:33]1[CH:34]=[N:35][CH:36]=[N:37][CH:38]=1. No catalyst specified. The product is [CH:21]([C:18]1[CH:19]=[CH:20][C:15]([CH:12]2[C:11]3[C:24]([CH3:25])=[C:7]([NH:6][C:4](=[O:5])[CH2:3][C:2]([CH3:31])([CH3:30])[CH3:1])[C:8]([CH3:29])=[C:9]([C:33]4[CH:34]=[N:35][CH:36]=[N:37][CH:38]=4)[C:10]=3[O:14][CH2:13]2)=[CH:16][CH:17]=1)([CH3:23])[CH3:22]. The yield is 0.770. (6) The reactants are [Cl:1][C:2]1[CH:7]=[CH:6][C:5]([C@@H:8]2[C@:10]3([C:18]4[C:13](=[CH:14][CH:15]=[CH:16][CH:17]=4)[NH:12][C:11]3=[O:19])[CH2:9]2)=[CH:4][CH:3]=1.C[Si]([N-][Si](C)(C)C)(C)C.[K+].[CH2:30](Br)[CH2:31][Br:32].O. The catalyst is CN(C=O)C. The product is [Br:32][CH2:31][CH2:30][N:12]1[C:13]2[C:18](=[CH:17][CH:16]=[CH:15][CH:14]=2)[C@:10]2([CH2:9][C@H:8]2[C:5]2[CH:4]=[CH:3][C:2]([Cl:1])=[CH:7][CH:6]=2)[C:11]1=[O:19]. The yield is 0.410. (7) The reactants are Cl[CH2:2][CH:3]=O.C([O:9][C:10](=[O:27])[C:11]1[C:16]([NH:17][C:18]2[CH:23]=[CH:22][C:21]([Br:24])=[CH:20][C:19]=2[Cl:25])=[CH:15][C:14]([NH2:26])=[N:13][CH:12]=1)(C)(C)C. The catalyst is CCO.CCOC(C)=O. The product is [Br:24][C:21]1[CH:22]=[CH:23][C:18]([NH:17][C:16]2[C:11]([C:10]([OH:9])=[O:27])=[CH:12][N:13]3[CH:2]=[CH:3][N:26]=[C:14]3[CH:15]=2)=[C:19]([Cl:25])[CH:20]=1. The yield is 0.330. (8) The reactants are [CH:1]([N:4]1[CH2:9][CH2:8][CH:7]([O:10][C:11]2[CH:19]=[CH:18][C:17]3[N:16]4[CH2:20][CH2:21][NH:22][C:23](=[O:24])[C:15]4=[CH:14][C:13]=3[CH:12]=2)[CH2:6][CH2:5]1)([CH3:3])[CH3:2].[H-].[Na+].[F:27][C:28]1[CH:35]=[CH:34][C:31]([CH2:32]Br)=[CH:30][CH:29]=1. No catalyst specified. The product is [F:27][C:28]1[CH:35]=[CH:34][C:31]([CH2:32][N:22]2[CH2:21][CH2:20][N:16]3[C:17]4[CH:18]=[CH:19][C:11]([O:10][CH:7]5[CH2:8][CH2:9][N:4]([CH:1]([CH3:3])[CH3:2])[CH2:5][CH2:6]5)=[CH:12][C:13]=4[CH:14]=[C:15]3[C:23]2=[O:24])=[CH:30][CH:29]=1. The yield is 0.690. (9) The reactants are C[O:2][C:3](=[O:42])[CH2:4][CH2:5][C:6]1[CH:11]=[CH:10][C:9]([O:12][CH2:13][CH2:14][C:15]2[N:16]=[C:17]([C:21]3[CH:26]=[CH:25][C:24]([N:27]4[CH2:32][CH2:31][O:30][CH2:29][CH2:28]4)=[CH:23][CH:22]=3)[O:18][C:19]=2[CH3:20])=[CH:8][C:7]=1[CH2:33][CH2:34][NH:35][C:36]([O:38][CH:39]([CH3:41])[CH3:40])=[O:37].CO.[Li+].[OH-].Cl. The catalyst is C1COCC1. The product is [CH:39]([O:38][C:36]([NH:35][CH2:34][CH2:33][C:7]1[CH:8]=[C:9]([O:12][CH2:13][CH2:14][C:15]2[N:16]=[C:17]([C:21]3[CH:26]=[CH:25][C:24]([N:27]4[CH2:32][CH2:31][O:30][CH2:29][CH2:28]4)=[CH:23][CH:22]=3)[O:18][C:19]=2[CH3:20])[CH:10]=[CH:11][C:6]=1[CH2:5][CH2:4][C:3]([OH:42])=[O:2])=[O:37])([CH3:41])[CH3:40]. The yield is 0.180.